The task is: Regression. Given a peptide amino acid sequence and an MHC pseudo amino acid sequence, predict their binding affinity value. This is MHC class I binding data.. This data is from Peptide-MHC class I binding affinity with 185,985 pairs from IEDB/IMGT. (1) The peptide sequence is FLYALALLL. The MHC is HLA-A23:01 with pseudo-sequence HLA-A23:01. The binding affinity (normalized) is 0.0336. (2) The peptide sequence is QRLSATLQR. The MHC is HLA-B27:05 with pseudo-sequence HLA-B27:05. The binding affinity (normalized) is 0.658. (3) The peptide sequence is SVLLWMASV. The MHC is HLA-A02:17 with pseudo-sequence HLA-A02:17. The binding affinity (normalized) is 0.719.